This data is from Forward reaction prediction with 1.9M reactions from USPTO patents (1976-2016). The task is: Predict the product of the given reaction. (1) Given the reactants C([O:8][C:9]1[CH:39]=[CH:38][C:12]([CH2:13][N:14]([CH2:26][CH2:27][C:28]2[CH:33]=[CH:32][CH:31]=[C:30]([C:34]([F:37])([F:36])[F:35])[CH:29]=2)[C:15](=[O:25])[C:16]2[CH:21]=[C:20]([Cl:22])[CH:19]=[CH:18][C:17]=2[NH:23][CH3:24])=[CH:11][CH:10]=1)C1C=CC=CC=1, predict the reaction product. The product is: [Cl:22][C:20]1[CH:19]=[CH:18][C:17]([NH:23][CH3:24])=[C:16]([CH:21]=1)[C:15]([N:14]([CH2:13][C:12]1[CH:11]=[CH:10][C:9]([OH:8])=[CH:39][CH:38]=1)[CH2:26][CH2:27][C:28]1[CH:33]=[CH:32][CH:31]=[C:30]([C:34]([F:37])([F:35])[F:36])[CH:29]=1)=[O:25]. (2) The product is: [OH:26][CH2:27][CH2:28][O:29][C:30]1[CH:35]=[CH:34][C:33]([C:36]2[CH:41]=[CH:40][CH:39]=[C:38]([CH2:42][O:43][C:44]3[CH:45]=[CH:46][C:47]([CH2:48][N:49]4[C:53](=[O:54])[NH:52][C:51](=[O:55])[O:50]4)=[CH:56][CH:57]=3)[CH:37]=2)=[CH:32][CH:31]=1. Given the reactants [F-].C([N+](CCCC)(CCCC)CCCC)CCC.[Si]([O:26][CH2:27][CH2:28][O:29][C:30]1[CH:35]=[CH:34][C:33]([C:36]2[CH:41]=[CH:40][CH:39]=[C:38]([CH2:42][O:43][C:44]3[CH:57]=[CH:56][C:47]([CH2:48][N:49]4[C:53](=[O:54])[NH:52][C:51](=[O:55])[O:50]4)=[CH:46][CH:45]=3)[CH:37]=2)=[CH:32][CH:31]=1)(C(C)(C)C)(C)C.C1COCC1, predict the reaction product. (3) The product is: [I:34][C:35]1[CH:36]=[CH:37][C:38]([C:41]([N:43]=[C:44]=[S:45])=[O:42])=[CH:39][CH:40]=1.[Cl:11][C:12]1[CH:13]=[C:14]([NH:15][C:44]([NH:43][C:41](=[O:42])[C:38]2[CH:39]=[CH:40][C:35]([I:34])=[CH:36][CH:37]=2)=[S:45])[CH:16]=[CH:17][C:18]=1[O:19][C:20]1[C:29]2[C:24](=[CH:25][C:26]([O:32][CH3:33])=[C:27]([O:30][CH3:31])[CH:28]=2)[N:23]=[CH:22][CH:21]=1. Given the reactants IC1C=CC(C(Cl)=O)=CC=1.[Cl:11][C:12]1[CH:13]=[C:14]([CH:16]=[CH:17][C:18]=1[O:19][C:20]1[C:29]2[C:24](=[CH:25][C:26]([O:32][CH3:33])=[C:27]([O:30][CH3:31])[CH:28]=2)[N:23]=[CH:22][CH:21]=1)[NH2:15].[I:34][C:35]1[CH:40]=[CH:39][C:38]([C:41]([N:43]=[C:44]=[S:45])=[O:42])=[CH:37][CH:36]=1, predict the reaction product. (4) Given the reactants [NH2:1][CH2:2][C@@H:3]1[CH2:7][CH2:6][CH2:5][NH:4]1.[C:8](N1C=CN=C1)(N1C=CN=C1)=[O:9], predict the reaction product. The product is: [CH2:2]1[NH:1][C:8](=[O:9])[N:4]2[CH2:5][CH2:6][CH2:7][C@@H:3]12. (5) Given the reactants [O-]S(S([O-])=O)=O.[Na+].[Na+].[Cl:9][C:10]1[CH:23]=[CH:22][C:21]2[C:20](=[O:24])[C:19](=[O:25])[C:18]3[C:13](=[N:14][C:15]([Cl:26])=[CH:16][CH:17]=3)[C:12]=2[N:11]=1.[CH2:27](Br)[CH2:28][CH2:29][CH2:30][CH2:31][CH2:32][CH2:33][CH2:34][CH2:35][CH2:36][CH2:37][CH3:38].[OH-].[K+], predict the reaction product. The product is: [Cl:26][C:15]1[CH:16]=[CH:17][C:18]2[C:13](=[C:12]3[C:21](=[C:20]([O:24][CH2:38][CH2:37][CH2:36][CH2:35][CH2:34][CH2:33][CH2:32][CH2:31][CH2:30][CH2:29][CH2:28][CH3:27])[C:19]=2[O:25][CH2:27][CH2:28][CH2:29][CH2:30][CH2:31][CH2:32][CH2:33][CH2:34][CH2:35][CH2:36][CH2:37][CH3:38])[CH:22]=[CH:23][C:10]([Cl:9])=[N:11]3)[N:14]=1.